From a dataset of Full USPTO retrosynthesis dataset with 1.9M reactions from patents (1976-2016). Predict the reactants needed to synthesize the given product. (1) Given the product [NH2:58][C:59]1[C:60]([C:61](=[O:62])[NH2:63])=[CH:64][CH:65]=[CH:66][C:67]=1[NH:68][C:18]([CH:17]1[CH2:16][C:15]2[C:10](=[CH:11][C:12]([NH:21][C:22]([O:24][C:25]([CH3:26])([CH3:28])[CH3:27])=[O:23])=[CH:13][CH:14]=2)[CH2:9][N:8]1[C:6]([O:5][C:1]([CH3:3])([CH3:2])[CH3:4])=[O:7])=[O:19], predict the reactants needed to synthesize it. The reactants are: [C:1]([O:5][C:6]([N:8]1[CH:17]([C:18](O)=[O:19])[CH2:16][C:15]2[C:10](=[CH:11][C:12]([NH:21][C:22]([O:24][C:25]([CH3:28])([CH3:27])[CH3:26])=[O:23])=[CH:13][CH:14]=2)[CH2:9]1)=[O:7])([CH3:4])([CH3:3])[CH3:2].CCN=C=NCCCN(C)C.Cl.C1C=NC2N(O)N=NC=2C=1.C(N(CC)CC)C.[NH2:58][C:59]1[C:67]([NH2:68])=[CH:66][CH:65]=[CH:64][C:60]=1[C:61]([NH2:63])=[O:62]. (2) Given the product [C:14]([O:17][C@@H:18]1[C@@H:24]([O:25][C:26](=[O:28])[CH3:27])[C@H:23]([O:29][C:30](=[O:32])[CH3:31])[C@@H:22]([CH2:33][O:34][C:35](=[O:37])[CH3:36])[O:21][C@@:19]1([C:38]1[CH:43]=[CH:42][C:41]([CH3:44])=[C:40]([CH2:45][C:46]2[CH:51]=[CH:50][C:49]([C:13]#[C:12][Si:9]([CH3:11])([CH3:10])[CH3:8])=[CH:48][CH:47]=2)[CH:39]=1)[OH:20])(=[O:16])[CH3:15], predict the reactants needed to synthesize it. The reactants are: C(N(CC)CC)C.[CH3:8][Si:9]([C:12]#[CH:13])([CH3:11])[CH3:10].[C:14]([O:17][C@@H:18]1[C@@H:24]([O:25][C:26](=[O:28])[CH3:27])[C@H:23]([O:29][C:30](=[O:32])[CH3:31])[C@@H:22]([CH2:33][O:34][C:35](=[O:37])[CH3:36])[O:21][C@@:19]1([C:38]1[CH:43]=[CH:42][C:41]([CH3:44])=[C:40]([CH2:45][C:46]2[CH:51]=[CH:50][C:49](OS(C(F)(F)F)(=O)=O)=[CH:48][CH:47]=2)[CH:39]=1)[OH:20])(=[O:16])[CH3:15]. (3) Given the product [Br:1][C:2]1[CH:3]=[C:4]([C:13]2[CH:14]=[CH:15][C:16]([S:19]([CH3:22])(=[O:20])=[O:21])=[CH:17][CH:18]=2)[N:5]2[C:10]=1[CH:9]=[N:8][C:7]([S:11][CH3:12])=[N:6]2.[CH3:22][S:19]([C:16]1[CH:17]=[CH:18][C:13]([C:4]2[N:5]3[C:10]([CH:9]=[N:8][C:7]([S:11][CH3:12])=[N:6]3)=[C:2]([CH3:23])[CH:3]=2)=[CH:14][CH:15]=1)(=[O:21])=[O:20], predict the reactants needed to synthesize it. The reactants are: [Br:1][C:2]1[CH:3]=[C:4]([C:13]2[CH:18]=[CH:17][C:16]([S:19]([CH3:22])(=[O:21])=[O:20])=[CH:15][CH:14]=2)[N:5]2[C:10]=1[CH:9]=[N:8][C:7]([S:11][CH3:12])=[N:6]2.[C:23]1(B(O)O)C=CC=CC=1.CB1OB(C)OB(C)O1.C(=O)([O-])[O-].[K+].[K+].CN(C)C=O. (4) Given the product [Cl:2][C:3]1[CH:4]=[C:5]([N:9]2[C:13]([CH2:14][NH:15][C:32]([NH:31][C:23]3[CH:24]=[CH:25][C:26]([C:27]4([OH:30])[CH2:28][CH2:29]4)=[C:21]([F:20])[CH:22]=3)=[O:33])=[CH:12][C:11]([C:16]([F:17])([F:18])[F:19])=[N:10]2)[CH:6]=[CH:7][CH:8]=1, predict the reactants needed to synthesize it. The reactants are: Cl.[Cl:2][C:3]1[CH:4]=[C:5]([N:9]2[C:13]([CH2:14][NH2:15])=[CH:12][C:11]([C:16]([F:19])([F:18])[F:17])=[N:10]2)[CH:6]=[CH:7][CH:8]=1.[F:20][C:21]1[CH:22]=[C:23]([NH:31][C:32](=O)[O:33]C2C=CC=CC=2)[CH:24]=[CH:25][C:26]=1[C:27]1([OH:30])[CH2:29][CH2:28]1. (5) Given the product [OH:11][C:6]1[CH:7]=[N:8][CH:9]=[CH:10][C:5]=1[C:4]([N:13]1[CH2:18][CH2:17][CH2:16][CH2:15][CH2:14]1)=[O:12], predict the reactants needed to synthesize it. The reactants are: C(O[C:4](=[O:12])[C:5]1[CH:10]=[CH:9][N:8]=[CH:7][C:6]=1[OH:11])C.[NH:13]1[CH2:18][CH2:17][CH2:16][CH2:15][CH2:14]1. (6) Given the product [I:1][C:2]1[CH:3]=[C:4]([CH:28]=[CH:29][CH:30]=1)[CH2:5][N:6]1[C:31](=[O:32])[NH:13][C:12]2[C:7]1=[N:8][C:9]([NH:14][CH2:15][C@@H:16]1[CH2:20][CH2:19][N:18]([C:21]([O:23][C:24]([CH3:25])([CH3:26])[CH3:27])=[O:22])[CH2:17]1)=[N:10][CH:11]=2, predict the reactants needed to synthesize it. The reactants are: [I:1][C:2]1[CH:3]=[C:4]([CH:28]=[CH:29][CH:30]=1)[CH2:5][NH:6][C:7]1[C:12]([NH2:13])=[CH:11][N:10]=[C:9]([NH:14][CH2:15][C@@H:16]2[CH2:20][CH2:19][N:18]([C:21]([O:23][C:24]([CH3:27])([CH3:26])[CH3:25])=[O:22])[CH2:17]2)[N:8]=1.[C:31](N1C=CN=C1)(N1C=CN=C1)=[O:32]. (7) The reactants are: [Cl:1][C:2]1[C:7]([S:8](=[O:12])(=[O:11])[NH:9][CH3:10])=[CH:6][C:5]([C:13]2[N:14]([C:32](Cl)=[O:33])[CH:15]([C:25]3[CH:30]=[CH:29][C:28]([Cl:31])=[CH:27][CH:26]=3)[CH:16]([C:18]3[CH:23]=[CH:22][C:21]([Cl:24])=[CH:20][CH:19]=3)[N:17]=2)=[C:4]([O:35][CH2:36][CH3:37])[CH:3]=1.O.[OH:39][N:40]1[C:44]2[CH:45]=[CH:46][CH:47]=[CH:48][C:43]=2[N:42]=[N:41]1.C(N(C(C)C)CC)(C)C. Given the product [N:40]1([O:39][C:32]([N:14]2[C@H:15]([C:25]3[CH:30]=[CH:29][C:28]([Cl:31])=[CH:27][CH:26]=3)[C@H:16]([C:18]3[CH:19]=[CH:20][C:21]([Cl:24])=[CH:22][CH:23]=3)[N:17]=[C:13]2[C:5]2[CH:6]=[C:7]([S:8](=[O:12])(=[O:11])[NH:9][CH3:10])[C:2]([Cl:1])=[CH:3][C:4]=2[O:35][CH2:36][CH3:37])=[O:33])[C:44]2[CH:45]=[CH:46][CH:47]=[CH:48][C:43]=2[N:42]=[N:41]1, predict the reactants needed to synthesize it. (8) The reactants are: [NH2:1][C:2]1[S:3][CH:4]=[C:5]([CH3:12])[C:6]=1[C:7](OCC)=[O:8].Cl.Cl[C:15]([NH2:17])=[NH:16].CS(C)(=O)=O.N. Given the product [NH2:17][C:15]1[NH:1][C:2]2[S:3][CH:4]=[C:5]([CH3:12])[C:6]=2[C:7](=[O:8])[N:16]=1, predict the reactants needed to synthesize it. (9) The reactants are: [NH2:1][C:2]1[CH:7]=[CH:6][C:5]([Cl:8])=[CH:4][C:3]=1[C:9]([C:11]1[CH:16]=[CH:15][N:14]=[C:13]([Cl:17])[CH:12]=1)=[O:10].[C:18]([C:22]1[CH:27]=[CH:26][C:25]([S:28](Cl)(=[O:30])=[O:29])=[CH:24][CH:23]=1)([CH3:21])([CH3:20])[CH3:19]. Given the product [C:18]([C:22]1[CH:27]=[CH:26][C:25]([S:28]([NH:1][C:2]2[CH:7]=[CH:6][C:5]([Cl:8])=[CH:4][C:3]=2[C:9]([C:11]2[CH:16]=[CH:15][N:14]=[C:13]([Cl:17])[CH:12]=2)=[O:10])(=[O:30])=[O:29])=[CH:24][CH:23]=1)([CH3:21])([CH3:19])[CH3:20], predict the reactants needed to synthesize it.